This data is from Catalyst prediction with 721,799 reactions and 888 catalyst types from USPTO. The task is: Predict which catalyst facilitates the given reaction. (1) Reactant: Br[C:2]1[C:3]([O:23][CH3:24])=[C:4]([CH:10]([N:12]2[C:16]3=[N:17][CH:18]=[N:19][C:20]([NH2:21])=[C:15]3[C:14]([CH3:22])=[N:13]2)[CH3:11])[CH:5]=[C:6]([Cl:9])[C:7]=1[CH3:8].[CH:25]1([B-](F)(F)F)[CH2:27][CH2:26]1.[K+].P([O-])([O-])([O-])=O.[K+].[K+].[K+]. Product: [Cl:9][C:6]1[C:7]([CH3:8])=[C:2]([CH:25]2[CH2:27][CH2:26]2)[C:3]([O:23][CH3:24])=[C:4]([CH:10]([N:12]2[C:16]3=[N:17][CH:18]=[N:19][C:20]([NH2:21])=[C:15]3[C:14]([CH3:22])=[N:13]2)[CH3:11])[CH:5]=1. The catalyst class is: 206. (2) Reactant: [NH3:1].[F:2][C:3]([F:13])([F:12])[CH2:4][N:5]1[CH2:10][CH2:9][C:8](=O)[CH2:7][CH2:6]1.C(O)CCC. Product: [F:2][C:3]([F:13])([F:12])[CH2:4][N:5]1[CH2:10][CH2:9][CH:8]([NH2:1])[CH2:7][CH2:6]1. The catalyst class is: 19. (3) Reactant: [C:1]([NH:4][C:5]1[CH:6]=[C:7]([NH:11][C:12]2[N:17]=[C:16]([NH:18][CH2:19][CH:20]3[CH2:25][CH2:24][N:23](C(OC(C)(C)C)=O)[CH2:22][CH2:21]3)[C:15]([C:33](=[O:35])[NH2:34])=[CH:14][N:13]=2)[CH:8]=[CH:9][CH:10]=1)(=[O:3])[CH3:2]. Product: [C:1]([NH:4][C:5]1[CH:6]=[C:7]([NH:11][C:12]2[N:17]=[C:16]([NH:18][CH2:19][CH:20]3[CH2:21][CH2:22][NH:23][CH2:24][CH2:25]3)[C:15]([C:33]([NH2:34])=[O:35])=[CH:14][N:13]=2)[CH:8]=[CH:9][CH:10]=1)(=[O:3])[CH3:2]. The catalyst class is: 67. (4) Reactant: [CH3:1][N:2]([CH3:7])[S:3](Cl)(=[O:5])=[O:4].[NH2:8][CH2:9][CH:10]1[CH2:15][CH2:14][CH:13]([CH2:16][NH2:17])[CH2:12][CH2:11]1.C(N(C(C)C)CC)(C)C. Product: [NH2:8][CH2:9][CH:10]1[CH2:15][CH2:14][CH:13]([CH2:16][NH:17][S:3]([N:2]([CH3:7])[CH3:1])(=[O:5])=[O:4])[CH2:12][CH2:11]1. The catalyst class is: 4. (5) Reactant: C(OC(=O)[NH:7][C@H:8]([C:19](=[O:21])[NH2:20])[CH2:9][C:10]1[CH:15]=[CH:14][C:13]([N+:16]([O-:18])=[O:17])=[CH:12][CH:11]=1)(C)(C)C.Br[CH2:24][C:25](=O)[CH2:26][CH3:27].C(OCC)C. Product: [CH2:26]([C:25]1[N:20]=[C:19]([C@@H:8]([NH2:7])[CH2:9][C:10]2[CH:11]=[CH:12][C:13]([N+:16]([O-:18])=[O:17])=[CH:14][CH:15]=2)[O:21][CH:24]=1)[CH3:27]. The catalyst class is: 23. (6) Reactant: [CH2:1]([N:8]1[CH2:12][CH:11]([NH2:13])[CH2:10][CH2:9]1)[C:2]1[CH:7]=[CH:6][CH:5]=[CH:4][CH:3]=1.C(O)(C)(C)C.[C:19]([O:23][C:24](OC([O-])=O)=[O:25])([CH3:22])([CH3:21])[CH3:20]. Product: [C:19]([O:23][C:24](=[O:25])[NH:13][CH:11]1[CH2:10][CH2:9][N:8]([CH2:1][C:2]2[CH:3]=[CH:4][CH:5]=[CH:6][CH:7]=2)[CH2:12]1)([CH3:22])([CH3:21])[CH3:20]. The catalyst class is: 74.